From a dataset of Catalyst prediction with 721,799 reactions and 888 catalyst types from USPTO. Predict which catalyst facilitates the given reaction. (1) Reactant: [F:1][C:2]1([F:36])[CH2:3][CH2:4][N:5]([C:19](=[O:35])[C:20]2[CH:25]=[CH:24][C:23]([O:26][CH2:27][C@H:28]([F:30])[CH3:29])=[CH:22][C:21]=2[C:31]([F:34])([F:33])[F:32])[C:6]2[CH:17]=[CH:16][C:15]([F:18])=[CH:14][C:7]=2/[C:8]/1=[CH:9]/[C:10]([O:12]C)=[O:11].[OH-].[Na+].Cl. Product: [F:36][C:2]1([F:1])[CH2:3][CH2:4][N:5]([C:19](=[O:35])[C:20]2[CH:25]=[CH:24][C:23]([O:26][CH2:27][C@H:28]([F:30])[CH3:29])=[CH:22][C:21]=2[C:31]([F:33])([F:32])[F:34])[C:6]2[CH:17]=[CH:16][C:15]([F:18])=[CH:14][C:7]=2/[C:8]/1=[CH:9]/[C:10]([OH:12])=[O:11]. The catalyst class is: 97. (2) Reactant: [CH:1]1[C:10]2[C:5](=[CH:6][CH:7]=[CH:8][CH:9]=2)[CH:4]=[CH:3][C:2]=1[S:11]([N:14]([CH2:32][CH2:33][N:34]1[CH2:38][CH2:37][CH2:36][C:35]1=[O:39])[CH:15]1[CH:20]2[CH:16]1[CH2:17][N:18]([C:21]1[N:26]=[CH:25][C:24]([C:27]([O:29]CC)=[O:28])=[CH:23][N:22]=1)[CH2:19]2)(=[O:13])=[O:12].[O-]CC.[Na+].Cl.NO.O. Product: [CH:1]1[C:10]2[C:5](=[CH:6][CH:7]=[CH:8][CH:9]=2)[CH:4]=[CH:3][C:2]=1[S:11]([N:14]([CH2:32][CH2:33][N:34]1[CH2:38][CH2:37][CH2:36][C:35]1=[O:39])[CH:15]1[CH:20]2[CH:16]1[CH2:17][N:18]([C:21]1[N:26]=[CH:25][C:24]([C:27]([OH:29])=[O:28])=[CH:23][N:22]=1)[CH2:19]2)(=[O:12])=[O:13]. The catalyst class is: 14. (3) The catalyst class is: 654. Reactant: [CH2:1]([O:8][C:9]1[C:13]([O:14][CH2:15][C:16]2[CH:21]=[CH:20][CH:19]=[CH:18][CH:17]=2)=[C:12](I)[N:11]([C:23]2[CH:28]=[CH:27][C:26]([O:29][CH3:30])=[CH:25][CH:24]=2)[C:10]=1[C:31]([O:33][CH2:34][CH3:35])=[O:32])[C:2]1[CH:7]=[CH:6][CH:5]=[CH:4][CH:3]=1.C([Sn](CCCC)(CCCC)[C:41]1[CH:46]=[CH:45][CH:44]=[CH:43][N:42]=1)CCC.CC(O)=O. Product: [CH2:1]([O:8][C:9]1[C:13]([O:14][CH2:15][C:16]2[CH:21]=[CH:20][CH:19]=[CH:18][CH:17]=2)=[C:12]([C:41]2[CH:46]=[CH:45][CH:44]=[CH:43][N:42]=2)[N:11]([C:23]2[CH:28]=[CH:27][C:26]([O:29][CH3:30])=[CH:25][CH:24]=2)[C:10]=1[C:31]([O:33][CH2:34][CH3:35])=[O:32])[C:2]1[CH:7]=[CH:6][CH:5]=[CH:4][CH:3]=1. (4) Reactant: O.[OH-].[Li+].Br.[C:5]([CH:7]([NH:17][CH2:18][C:19]([NH2:21])=[NH:20])[C:8]1[CH:13]=[C:12]([Cl:14])[CH:11]=[C:10]([Cl:15])[C:9]=1[Cl:16])#[N:6]. Product: [NH2:6][C:5]1[C:7]([C:8]2[CH:13]=[C:12]([Cl:14])[CH:11]=[C:10]([Cl:15])[C:9]=2[Cl:16])=[N:17][CH:18]=[C:19]([NH2:21])[N:20]=1. The catalyst class is: 5.